Task: Regression. Given a peptide amino acid sequence and an MHC pseudo amino acid sequence, predict their binding affinity value. This is MHC class I binding data.. Dataset: Peptide-MHC class I binding affinity with 185,985 pairs from IEDB/IMGT (1) The peptide sequence is YLAPSYRNF. The MHC is HLA-A30:01 with pseudo-sequence HLA-A30:01. The binding affinity (normalized) is 0.0847. (2) The peptide sequence is DLKRIGASL. The MHC is HLA-B44:02 with pseudo-sequence HLA-B44:02. The binding affinity (normalized) is 0.0847. (3) The peptide sequence is NPALRMKWM. The MHC is HLA-A24:02 with pseudo-sequence HLA-A24:02. The binding affinity (normalized) is 0.0847. (4) The peptide sequence is MVINGEQGT. The MHC is HLA-A29:02 with pseudo-sequence HLA-A29:02. The binding affinity (normalized) is 0.0847. (5) The peptide sequence is NYFNRMFHF. The MHC is HLA-A26:01 with pseudo-sequence HLA-A26:01. The binding affinity (normalized) is 0.0847.